From a dataset of Forward reaction prediction with 1.9M reactions from USPTO patents (1976-2016). Predict the product of the given reaction. (1) Given the reactants [Br:1][C:2]1[CH:7]=[CH:6][C:5]([C@@H:8]([OH:13])[C:9]([F:12])([F:11])[F:10])=[C:4]([N:14]2[CH:18]=[CH:17][C:16]([CH3:19])=[N:15]2)[CH:3]=1.[Cl:20][C:21]1[CH:26]=[C:25](Cl)[N:24]=[C:23]([CH3:28])[N:22]=1.C([O-])([O-])=O.[Cs+].[Cs+], predict the reaction product. The product is: [Br:1][C:2]1[CH:7]=[CH:6][C:5]([C@@H:8]([O:13][C:25]2[CH:26]=[C:21]([Cl:20])[N:22]=[C:23]([CH3:28])[N:24]=2)[C:9]([F:12])([F:11])[F:10])=[C:4]([N:14]2[CH:18]=[CH:17][C:16]([CH3:19])=[N:15]2)[CH:3]=1. (2) The product is: [NH2:19][C:18]1[N:11]([C:8]2[CH:9]=[CH:10][C:5]([C:4]([O:3][CH2:1][CH3:2])=[O:13])=[CH:6][CH:7]=2)[N:12]=[C:16]([C:15]([F:22])([F:21])[F:14])[CH:17]=1. Given the reactants [CH2:1]([O:3][C:4](=[O:13])[C:5]1[CH:10]=[CH:9][C:8]([NH:11][NH2:12])=[CH:7][CH:6]=1)[CH3:2].[F:14][C:15]([F:22])([F:21])[C:16](=O)[CH2:17][C:18]#[N:19].Cl, predict the reaction product. (3) Given the reactants [F:1][C:2]1[CH:3]=[C:4]2[C:8](=[CH:9][CH:10]=1)[NH:7][C:6](=[O:11])[C:5]2=[CH:12][C:13]1[CH:14]=[C:15]([CH:29]=[CH:30][CH:31]=1)[C:16]([NH:18][CH2:19][CH2:20][CH2:21][CH2:22][CH2:23][CH2:24][CH2:25][C:26]([OH:28])=O)=[O:17].Cl.C(N=C=NCCCN(C)C)C.OC1C2N=NNC=2C=CC=1.C(N(CC)CC)C.[F:61][C:62]1[CH:67]=[CH:66][C:65]([NH2:68])=[C:64]([NH2:69])[CH:63]=1, predict the reaction product. The product is: [F:1][C:2]1[CH:3]=[C:4]2[C:8](=[CH:9][CH:10]=1)[NH:7][C:6](=[O:11])[C:5]2=[CH:12][C:13]1[CH:14]=[C:15]([CH:29]=[CH:30][CH:31]=1)[C:16]([NH:18][CH2:19][CH2:20][CH2:21][CH2:22][CH2:23][CH2:24][CH2:25][C:26]([NH:68][C:65]1[CH:66]=[CH:67][C:62]([F:61])=[CH:63][C:64]=1[NH2:69])=[O:28])=[O:17]. (4) Given the reactants S(Cl)(Cl)=O.Cl.[NH2:6][C:7]1([C:18]([OH:20])=[O:19])[CH2:12][CH2:11][C:10]([O:16][CH3:17])([CH2:13][O:14][CH3:15])[CH2:9][CH2:8]1.[CH3:21]O, predict the reaction product. The product is: [NH2:6][C:7]1([C:18]([O:20][CH3:21])=[O:19])[CH2:12][CH2:11][C:10]([O:16][CH3:17])([CH2:13][O:14][CH3:15])[CH2:9][CH2:8]1. (5) Given the reactants [C:1]([OH:6])(=[O:5])[C:2]([CH3:4])=O.N12CCN(CC1)CC2.[NH2:15][C:16]1[C:25](I)=[CH:24][C:19]([C:20]([O:22][CH3:23])=[O:21])=[C:18]([CH3:27])[N:17]=1, predict the reaction product. The product is: [CH3:23][O:22][C:20]([C:19]1[CH:24]=[C:25]2[CH:4]=[C:2]([C:1]([OH:6])=[O:5])[NH:15][C:16]2=[N:17][C:18]=1[CH3:27])=[O:21]. (6) Given the reactants [I:1][C:2]1[CH:3]=[N:4][NH:5][CH:6]=1.[H-].[Na+].Cl[CH2:10][O:11][CH2:12][CH2:13][Si:14]([CH3:17])([CH3:16])[CH3:15], predict the reaction product. The product is: [I:1][C:2]1[CH:3]=[N:4][N:5]([CH2:10][O:11][CH2:12][CH2:13][Si:14]([CH3:17])([CH3:16])[CH3:15])[CH:6]=1. (7) Given the reactants [CH3:1][C:2]([C:4]1[CH:9]=[CH:8][C:7]([O:10][CH3:11])=[CH:6][CH:5]=1)=[O:3].[CH3:12][O:13][C:14]1[CH:19]=[CH:18][C:17]([NH:20][C:21]2[N:28]=[CH:27][CH:26]=[CH:25][C:22]=2[CH:23]=O)=[CH:16][CH:15]=1.Cl, predict the reaction product. The product is: [CH3:11][O:10][C:7]1[CH:8]=[CH:9][C:4]([C:2](=[O:3])/[CH:1]=[CH:23]/[C:22]2[C:21]([NH:20][C:17]3[CH:16]=[CH:15][C:14]([O:13][CH3:12])=[CH:19][CH:18]=3)=[N:28][CH:27]=[CH:26][CH:25]=2)=[CH:5][CH:6]=1. (8) Given the reactants [Cl:1][C:2]1[CH:7]=[CH:6][C:5]([CH:8]2[N:12]([C:13]3[CH:18]=[CH:17][CH:16]=[C:15]([Cl:19])[CH:14]=3)[N:11]=[C:10]([C:20]3[S:21][CH:22]=[CH:23][C:24]=3[Cl:25])[CH2:9]2)=[CH:4][CH:3]=1.ClC1C=C(NN)C=CC=1, predict the reaction product. The product is: [Cl:1][C:2]1[CH:7]=[CH:6][C:5]([C:8]2[N:12]([C:13]3[CH:18]=[CH:17][CH:16]=[C:15]([Cl:19])[CH:14]=3)[N:11]=[C:10]([C:20]3[S:21][CH:22]=[CH:23][C:24]=3[Cl:25])[CH:9]=2)=[CH:4][CH:3]=1.